From a dataset of Full USPTO retrosynthesis dataset with 1.9M reactions from patents (1976-2016). Predict the reactants needed to synthesize the given product. Given the product [CH3:8][N:7]1[C:3]([CH2:1][N:12]2[CH2:13][CH:14]([C:21]3[CH:26]=[C:25]([F:27])[CH:24]=[C:23]([F:28])[C:22]=3[F:29])[CH2:15][C:16]2=[O:17])=[C:4]([C:9]#[N:10])[N:5]=[CH:6]1, predict the reactants needed to synthesize it. The reactants are: [CH:1]([C:3]1[N:7]([CH3:8])[CH:6]=[N:5][C:4]=1[C:9]#[N:10])=O.Cl.[NH2:12][CH2:13][CH:14]([C:21]1[CH:26]=[C:25]([F:27])[CH:24]=[C:23]([F:28])[C:22]=1[F:29])[CH2:15][C:16](OCC)=[O:17].